Dataset: Experimentally validated miRNA-target interactions with 360,000+ pairs, plus equal number of negative samples. Task: Binary Classification. Given a miRNA mature sequence and a target amino acid sequence, predict their likelihood of interaction. (1) The miRNA is gga-miR-16-5p with sequence UAGCAGCACGUAAAUAUUGGUG. The protein sequence of the target gene is MYQVSGQRPSGCDAPYGAPSAAPGPAQTLSLLPGLEVVTGSTHPAEAAPEEGSLEEAATPMPQGNGPGIPQGLDSTDLDVPTEAVTCQPQGNPLGCTPLLPNDSGHPSELGGTRRAGNGALGGPKAHRKLQTHPSLASQGSKKSKSSSKSTTSQIPLQAQEDCCVHCILSCLFCEFLTLCNIVLDCATCGSCSSEDSCLCCCCCGSGECADCDLPCDLDCGILDACCESADCLEICMECCGLCFSS. Result: 0 (no interaction). (2) The miRNA is hsa-miR-1182 with sequence GAGGGUCUUGGGAGGGAUGUGAC. The protein sequence of the target gene is MNECNVHKEGYNELNQYLTTTQSKIFQCDKYVKVFHKLLNSNRHNTKHTGKKPFKCKKCGKSFCMLLHLCQHKRIHIRENSYRCEECGKAFIWFSTLTRHRRVHTGEKSYKYECGKSFNQDSNLTTHKRIHTGQKPYKCEECGTSFYQFSYLTRHKLIHTREKPYKCEQYGKTFNQSSTLTGHKIIHNGEKPYKCEECGKAFSIFSTPTKHKIIHTEEKSHRCEEYCKAYKESSHLTTHKRIHTGEKPYKCEECGKAFSIFSTLTKHKIIHTEEKSHRCEECGKAYKESSHLTTHKRIHT.... Result: 0 (no interaction). (3) The miRNA is hsa-miR-6772-3p with sequence UUGCUCCUGACUCUGUGCCCACA. The protein sequence of the target gene is MFLMPTSSELNSGQNFLTQWMTNPSRAGVILNRGFPILEADKEKRAAVDISTSFPIKGTHFSDSFSFINEEDSLLEEQKLESNNPYKPQSDKSETHTAFPCIKKGPQVAACHSAPGHQEENKNDFIPDLASEFKEGAYKDPLFKKLEQLKEVQQKKQEQLKRQQLEQLQRLMEEQEKLLTMVSGQCTLPGLSLLPDDQSQKHRSPGNTTTGERATCCFPSYVYPDPTQEETYPSNILSHEQSNFCRTAHGDFVLTSKRASPNLFSEAQYQEAPVEKNNLKEENRNHPTGESILCWEKVTE.... Result: 0 (no interaction). (4) The miRNA is ath-miR396b-5p with sequence UUCCACAGCUUUCUUGAACUU. The protein sequence of the target gene is MAPAVDRKGYWGPTTSTLDWCEENYVVTLFVAEFWNTVSNLIMIIPPIFGAIQGIRDRLEKRYIAAYLALTVVGMGSWCFHMTLKYEMQLLDELPMIYSCCIFVYCMFECFKTKSSINYHLLFTLFLYSLTVTTIYLKVKEPIFHQVMYGMLVFTLVLRSIYIVTWVYPWLRGLGYTSLTVFLLGFLLWNIDNIFCDSLRNFRKRVPPVLGVTTQFHAWWHILTGLGSYLHILFSLYTRTLYLRYRPKVKFLFGIWPAVMFEPQRKH. Result: 0 (no interaction). (5) The miRNA is rno-miR-218a-5p with sequence UUGUGCUUGAUCUAACCAUGU. The protein sequence of the target gene is MGCIKSKENKSPAIKYTPENLTEPVSPSASHYGVEHATVAPTSSTKGASVNFNSLSMTPFGGSSGVTPFGGASSSFSVVSSSYPTGLTGGVTIFVALYDYEARTTEDLSFKKGERFQIINNTEGDWWEARSIATGKSGYIPSNYVVPADSIQAEEWYFGKMGRKDAERLLLNPGNQRGIFLVRESETTKGAYSLSIRDWDEVRGDNVKHYKIRKLDNGGYYITTRAQFDTLQKLVKHYTEHADGLCHKLTTVCPTVKPQTQGLAKDAWEIPRESLRLEVKLGQGCFGEVWMGTWNGTTKV.... Result: 0 (no interaction). (6) The miRNA is hsa-miR-3157-3p with sequence CUGCCCUAGUCUAGCUGAAGCU. The protein sequence of the target gene is MALTQGQVTFRDVAIEFSQEEWTCLDPAQRTLYRDVMLENYRNLASLGISCFDLSIISMLEQGKEPFTLESQVQIAGNPDGWEWIKAVITALSSEFVMKDLLHKGKSNTGEVFQTVMLERQESQDIEGCSFREVQKNTHGLEYQCRDAEGNYKGVLLTQEGNLTHGRDEHDKRDARNKLIKNQLGLSLQSHLPELQLFQYEGKIYECNQVEKSFNNNSSVSPPQQMPYNVKTHISKKYLKDFISSLLLTQGQKANNWGSPYKSNGCGMVFPQNSHLASHQRSHTKEKPYKCYECGKAFRT.... Result: 0 (no interaction). (7) The miRNA is hsa-miR-548au-5p with sequence AAAAGUAAUUGCGGUUUUUGC. The protein sequence of the target gene is MDSTSSLHGSSLHRPSTEQTRTDFSWDGINLSMEDTTSILPKLKRNSNAYGIGALAKSSFSGISRSMKDHVTKPTAMGQGRVAHMIEWQGWGKAPTIQPQHSHEAVRRDTDAYSDLSDGEKEARFLAGVMEQFAISEATLMAWSSMDGEDMSVNSTQEPLDCNYSDNYQELMESQDALAQAPMDGWPHSYVSQGMYCLGSSDAWEASDQSLIASPATGSYLGPAFDDSQPSLHDMGPSQPASGYSAQEPPPLLGVDTDWASEVGGVELARGPVEEEKRPLAPEEEEDAGCRDLESLSPRE.... Result: 0 (no interaction). (8) The miRNA is hsa-miR-7845-5p with sequence AAGGGACAGGGAGGGUCGUGG. The protein sequence of the target gene is MGFRLITQLKGMSVFLVLFPTLLLVMLTGAQRACPKNCRCDGKIVYCESHAFADIPENISGGSQGLSLRFNSIQKLKSNQFAGLNQLIWLYLDHNYISSVDEDAFQGIRRLKELILSSNKITYLHNKTFHPVPNLRNLDLSYNKLQTLQSEQFKGLRKLIILHLRSNSLKTVPIRVFQDCRNLDFLDLGYNRLRSLSRNAFAGLLKLKELHLEHNQFSKINFAHFPRLFNLRSIYLQWNRIRSVSQGLTWTWSSLHTLDLSGNDIQAIEPGTFKCLPNLQKLNLDSNKLTNVSQETVNAW.... Result: 0 (no interaction). (9) The miRNA is hsa-miR-877-3p with sequence UCCUCUUCUCCCUCCUCCCAG. The protein sequence of the target gene is MAAVSLRLGDLVWGKLGRYPPWPGKIVNPPKDLKKPRGKKCFFVKFFGTEDHAWIKVEQLKPYHAHKEEMIKINKGKRFQQAVDAVEEFLRRAKGKDQTSSHNSSDDKNRRNSSEERSRPNSGDEKRKLSLSEGKVKKNMGEGKKRVSSGSSERGSKSPLKRAQEQSPRKRGRPPKDEKDLTIPESSTVKGMMAGPMAAFKWQPTASEPVKDADPHFHHFLLSQTEKPAVCYQAITKKLKICEEETGSTSIQAADSTAVNGSITPTDKKIGFLGLGLMGSGIVSNLLKMGHTVTVWNRTA.... Result: 1 (interaction). (10) The miRNA is hsa-miR-1911-3p with sequence CACCAGGCAUUGUGGUCUCC. The protein sequence of the target gene is MAPPSVPLVLLLVLLLSLAETPASAPAHRGRGGWTLNSAGYLLGPVLHLPQMGDQDGKRETALEILDLWKAIDGLPYSHPPQPSKRNVMETFAKPEIGDLGMLSMKIPKEEDVLKS. Result: 0 (no interaction).